Task: Predict the product of the given reaction.. Dataset: Forward reaction prediction with 1.9M reactions from USPTO patents (1976-2016) (1) Given the reactants C([Li])CCC.[CH:6]([C@H:9]1[C:14]([O:15][CH3:16])=[N:13][CH2:12][C:11]([O:17][CH3:18])=[N:10]1)([CH3:8])[CH3:7].I[CH2:20][CH2:21][CH2:22][CH:23]=[CH2:24], predict the reaction product. The product is: [CH:6]([C@H:9]1[C:14]([O:15][CH3:16])=[N:13][C@H:12]([CH2:24][CH2:23][CH2:22][CH:21]=[CH2:20])[C:11]([O:17][CH3:18])=[N:10]1)([CH3:8])[CH3:7]. (2) Given the reactants [Li]CCCC.[CH2:6]([O:9][CH2:10][C:11]([O:13]CC)=O)[CH:7]=[CH2:8].I[CH2:17][Cl:18].CC(O)=O, predict the reaction product. The product is: [CH2:6]([O:9][CH2:10][C:11]([CH2:17][Cl:18])=[O:13])[CH:7]=[CH2:8]. (3) Given the reactants CN(CCN(C)C)C.[CH2:9]=[CH:10][C:11]1[CH:16]=[CH:15][CH:14]=[CH:13][CH:12]=1.C([Li])CCC.[CH2:22]=[CH:23][C:24](=[CH2:26])[CH3:25].Cl[Si](Cl)(Cl)Cl, predict the reaction product. The product is: [CH2:9]=[CH:10][C:11]1[CH:16]=[CH:15][CH:14]=[CH:13][CH:12]=1.[CH2:22]=[CH:23][C:24](=[CH2:25])[CH3:26].[CH2:9]=[CH:10][C:11]1[CH:16]=[CH:15][CH:14]=[CH:13][CH:12]=1. (4) Given the reactants [C:1]([NH:11][C@H:12]([C:17]([OH:19])=O)[C@H:13]([CH2:15][CH3:16])[CH3:14])([O:3][CH2:4][C:5]1[CH:10]=[CH:9][CH:8]=[CH:7][CH:6]=1)=[O:2].CCN=C=[N:24][CH2:25][CH2:26][CH2:27][N:28]([CH3:30])[CH3:29].[N:31]#CN.C(O)(C(F)(F)F)=O.BrC#N, predict the reaction product. The product is: [C:30]([N:28]1[CH2:27][CH:26]([CH2:25][NH:24][C:17]([C@@H:12]([NH:11][C:1](=[O:2])[O:3][CH2:4][C:5]2[CH:6]=[CH:7][CH:8]=[CH:9][CH:10]=2)[C@@H:13]([CH3:14])[CH2:15][CH3:16])=[O:19])[CH2:29]1)#[N:31]. (5) Given the reactants [Br:1][C:2]1[CH:3]=[C:4]([CH:8]([OH:12])[CH2:9][C:10]#[N:11])[CH:5]=[CH:6][CH:7]=1.Cl, predict the reaction product. The product is: [NH2:11][CH2:10][CH2:9][CH:8]([C:4]1[CH:5]=[CH:6][CH:7]=[C:2]([Br:1])[CH:3]=1)[OH:12].